From a dataset of NCI-60 drug combinations with 297,098 pairs across 59 cell lines. Regression. Given two drug SMILES strings and cell line genomic features, predict the synergy score measuring deviation from expected non-interaction effect. (1) Drug 1: CN(CC1=CN=C2C(=N1)C(=NC(=N2)N)N)C3=CC=C(C=C3)C(=O)NC(CCC(=O)O)C(=O)O. Drug 2: CC1=C(C=C(C=C1)C(=O)NC2=CC(=CC(=C2)C(F)(F)F)N3C=C(N=C3)C)NC4=NC=CC(=N4)C5=CN=CC=C5. Cell line: UO-31. Synergy scores: CSS=13.6, Synergy_ZIP=4.96, Synergy_Bliss=-0.407, Synergy_Loewe=-44.0, Synergy_HSA=-0.659. (2) Drug 1: CC(CN1CC(=O)NC(=O)C1)N2CC(=O)NC(=O)C2. Drug 2: B(C(CC(C)C)NC(=O)C(CC1=CC=CC=C1)NC(=O)C2=NC=CN=C2)(O)O. Cell line: ACHN. Synergy scores: CSS=33.8, Synergy_ZIP=-5.98, Synergy_Bliss=1.73, Synergy_Loewe=1.18, Synergy_HSA=1.08. (3) Drug 1: CCC1=CC2CC(C3=C(CN(C2)C1)C4=CC=CC=C4N3)(C5=C(C=C6C(=C5)C78CCN9C7C(C=CC9)(C(C(C8N6C)(C(=O)OC)O)OC(=O)C)CC)OC)C(=O)OC.C(C(C(=O)O)O)(C(=O)O)O. Drug 2: C1CN(P(=O)(OC1)NCCCl)CCCl. Cell line: MOLT-4. Synergy scores: CSS=65.4, Synergy_ZIP=-3.84, Synergy_Bliss=-9.52, Synergy_Loewe=-67.7, Synergy_HSA=-8.56. (4) Drug 1: CC1=CC=C(C=C1)C2=CC(=NN2C3=CC=C(C=C3)S(=O)(=O)N)C(F)(F)F. Drug 2: CC12CCC3C(C1CCC2OP(=O)(O)O)CCC4=C3C=CC(=C4)OC(=O)N(CCCl)CCCl.[Na+]. Cell line: SF-295. Synergy scores: CSS=-2.53, Synergy_ZIP=5.86, Synergy_Bliss=-0.237, Synergy_Loewe=-2.45, Synergy_HSA=-2.76. (5) Drug 1: CC1C(C(=O)NC(C(=O)N2CCCC2C(=O)N(CC(=O)N(C(C(=O)O1)C(C)C)C)C)C(C)C)NC(=O)C3=C4C(=C(C=C3)C)OC5=C(C(=O)C(=C(C5=N4)C(=O)NC6C(OC(=O)C(N(C(=O)CN(C(=O)C7CCCN7C(=O)C(NC6=O)C(C)C)C)C)C(C)C)C)N)C. Drug 2: CC(C)(C#N)C1=CC(=CC(=C1)CN2C=NC=N2)C(C)(C)C#N. Cell line: BT-549. Synergy scores: CSS=-1.45, Synergy_ZIP=-0.729, Synergy_Bliss=-2.64, Synergy_Loewe=-2.36, Synergy_HSA=-2.85. (6) Drug 1: CC1CCC2CC(C(=CC=CC=CC(CC(C(=O)C(C(C(=CC(C(=O)CC(OC(=O)C3CCCCN3C(=O)C(=O)C1(O2)O)C(C)CC4CCC(C(C4)OC)O)C)C)O)OC)C)C)C)OC. Drug 2: CC1=C(N=C(N=C1N)C(CC(=O)N)NCC(C(=O)N)N)C(=O)NC(C(C2=CN=CN2)OC3C(C(C(C(O3)CO)O)O)OC4C(C(C(C(O4)CO)O)OC(=O)N)O)C(=O)NC(C)C(C(C)C(=O)NC(C(C)O)C(=O)NCCC5=NC(=CS5)C6=NC(=CS6)C(=O)NCCC[S+](C)C)O. Cell line: CAKI-1. Synergy scores: CSS=40.7, Synergy_ZIP=-1.25, Synergy_Bliss=-1.51, Synergy_Loewe=-0.283, Synergy_HSA=1.86.